This data is from Catalyst prediction with 721,799 reactions and 888 catalyst types from USPTO. The task is: Predict which catalyst facilitates the given reaction. (1) Reactant: CC1(C)C[CH:10]([NH2:12])[C:9]2[C:4](=[CH:5][CH:6]=[CH:7]C=2)[O:3]1.[O:14]1[C:19]2[CH:20]=[CH:21][CH:22]=[C:23]([CH2:24][CH2:25][C:26]([OH:28])=O)[C:18]=2[O:17][CH2:16][CH2:15]1.CCN=C=NCCCN(C)C.[ClH:40].[CH:41]1[CH:42]=[CH:43][C:44]2N(O)N=N[C:45]=2[CH:46]=1.C(N(CC)CC)C. Product: [O:14]1[C:19]2[CH:20]=[CH:21][CH:22]=[C:23]([CH2:24][CH2:25][C:26]([NH:12][CH:10]3[C:44]4[C:45](=[CH:46][CH:41]=[C:42]([Cl:40])[CH:43]=4)[O:3][C:4]4([CH2:5][CH2:6][CH2:7]4)[CH2:9]3)=[O:28])[C:18]=2[O:17][CH:16]=[CH:15]1. The catalyst class is: 4. (2) Reactant: [Br:1][C:2]1[CH:3]=[CH:4][C:5]([C:8]#[N:9])=[N:6][CH:7]=1.[C:10](O[C:10]([O:12][C:13]([CH3:16])([CH3:15])[CH3:14])=[O:11])([O:12][C:13]([CH3:16])([CH3:15])[CH3:14])=[O:11].[BH4-].[Na+]. Product: [C:13]([O:12][C:10](=[O:11])[NH:9][CH2:8][C:5]1[CH:4]=[CH:3][C:2]([Br:1])=[CH:7][N:6]=1)([CH3:16])([CH3:15])[CH3:14]. The catalyst class is: 5. (3) Reactant: [Cl:1][C:2]1[CH:27]=[CH:26][C:5]([O:6][CH2:7][C:8]([N:10]2[CH2:15][C@H:14]([CH3:16])[N:13]([CH2:17][C:18]3[CH:23]=[CH:22][C:21]([F:24])=[CH:20][CH:19]=3)[CH2:12][C@H:11]2[CH3:25])=[O:9])=[C:4]([OH:28])[CH:3]=1.[CH3:29][O:30][C:31](=[O:34])[CH2:32]Br.C(=O)([O-])[O-].[Cs+].[Cs+]. Product: [CH3:29][O:30][C:31](=[O:34])[CH2:32][O:28][C:4]1[CH:3]=[C:2]([Cl:1])[CH:27]=[CH:26][C:5]=1[O:6][CH2:7][C:8]([N:10]1[CH2:15][C@H:14]([CH3:16])[N:13]([CH2:17][C:18]2[CH:23]=[CH:22][C:21]([F:24])=[CH:20][CH:19]=2)[CH2:12][C@H:11]1[CH3:25])=[O:9]. The catalyst class is: 12. (4) Reactant: [NH2:1][C:2]1[CH:3]=[N:4][CH:5]=[CH:6][C:7]=1[N:8]1[CH2:13][C@H:12]([CH3:14])[C@@H:11]([O:15][Si:16]([C:19]([CH3:22])([CH3:21])[CH3:20])([CH3:18])[CH3:17])[C@H:10]([NH:23][C:24](=[O:30])[O:25][C:26]([CH3:29])([CH3:28])[CH3:27])[CH2:9]1.[CH2:31]([C:34]1[S:42][C:41]2[C:36](=[N:37][C:38]([C:43](O)=[O:44])=[CH:39][CH:40]=2)[CH:35]=1)[CH2:32][CH3:33].CCN(C(C)C)C(C)C.CN(C(ON1N=NC2C=CC=NC1=2)=[N+](C)C)C.F[P-](F)(F)(F)(F)F. Product: [Si:16]([O:15][C@@H:11]1[C@@H:12]([CH3:14])[CH2:13][N:8]([C:7]2[CH:6]=[CH:5][N:4]=[CH:3][C:2]=2[NH:1][C:43]([C:38]2[N:37]=[C:36]3[CH:35]=[C:34]([CH2:31][CH2:32][CH3:33])[S:42][C:41]3=[CH:40][CH:39]=2)=[O:44])[CH2:9][C@H:10]1[NH:23][C:24](=[O:30])[O:25][C:26]([CH3:29])([CH3:28])[CH3:27])([C:19]([CH3:22])([CH3:21])[CH3:20])([CH3:18])[CH3:17]. The catalyst class is: 3.